Task: Predict which catalyst facilitates the given reaction.. Dataset: Catalyst prediction with 721,799 reactions and 888 catalyst types from USPTO (1) Reactant: Cl[C:2]1[CH:7]=[CH:6][N:5]=[C:4]([C:8]#[N:9])[CH:3]=1.C(=O)([O-])[O-].[K+].[K+].[F:16][C:17]([F:28])([F:27])[C:18]1[CH:19]=[C:20](B(O)O)[CH:21]=[CH:22][CH:23]=1.[Cl-].[NH4+]. Product: [F:16][C:17]([F:28])([F:27])[C:18]1[CH:23]=[C:22]([C:2]2[CH:7]=[CH:6][N:5]=[C:4]([C:8]#[N:9])[CH:3]=2)[CH:21]=[CH:20][CH:19]=1. The catalyst class is: 12. (2) Reactant: Cl[C:2]1[C:7]([CH:8]=O)=[CH:6][N:5]=[C:4]2[NH:10][CH:11]=[CH:12][C:3]=12.[CH3:13][NH:14][NH2:15].Cl.O. Product: [CH3:13][N:14]1[C:2]2=[C:3]3[CH:12]=[CH:11][NH:10][C:4]3=[N:5][CH:6]=[C:7]2[CH:8]=[N:15]1. The catalyst class is: 114.